Dataset: Forward reaction prediction with 1.9M reactions from USPTO patents (1976-2016). Task: Predict the product of the given reaction. (1) Given the reactants S(Cl)(Cl)=O.[Br:5][CH2:6][C@@:7]([OH:12])([CH3:11])[C:8](O)=[O:9].CCN(CC)CC.[NH2:20][C:21]1[CH:22]=[CH:23][C:24]([C:31]#[N:32])=[C:25]([C:27]([F:30])([F:29])[F:28])[CH:26]=1, predict the reaction product. The product is: [Br:5][CH2:6][C@@:7]([OH:12])([CH3:11])[C:8]([NH:20][C:21]1[CH:22]=[CH:23][C:24]([C:31]#[N:32])=[C:25]([C:27]([F:28])([F:29])[F:30])[CH:26]=1)=[O:9]. (2) Given the reactants C(=O)([O-])[O-].[Cs+].[Cs+].[CH:7]([O:10][C:11]1[CH:16]=[N:15][CH:14]=[C:13](B2OC(C)(C)C(C)(C)O2)[N:12]=1)([CH3:9])[CH3:8].Br[C:27]1[CH:28]=[C:29]2[C:33](=[CH:34][CH:35]=1)[N:32](C1CCCCO1)[N:31]=[C:30]2[C:42]1[N:47]=[C:46]([N:48]2[CH2:53][CH2:52][CH:51]([NH:54]C(=O)OC(C)(C)C)[CH2:50][CH2:49]2)[CH:45]=[N:44][CH:43]=1, predict the reaction product. The product is: [CH:7]([O:10][C:11]1[N:12]=[C:13]([C:27]2[CH:28]=[C:29]3[C:33](=[CH:34][CH:35]=2)[NH:32][N:31]=[C:30]3[C:42]2[N:47]=[C:46]([N:48]3[CH2:49][CH2:50][CH:51]([NH2:54])[CH2:52][CH2:53]3)[CH:45]=[N:44][CH:43]=2)[CH:14]=[N:15][CH:16]=1)([CH3:8])[CH3:9].